This data is from Catalyst prediction with 721,799 reactions and 888 catalyst types from USPTO. The task is: Predict which catalyst facilitates the given reaction. (1) Reactant: [C:1]([O:5][C:6]([N:8]1[CH2:12][CH:11]([N:13]=[N+]=[N-])[CH2:10][CH:9]1[C:16]([CH3:24])([CH3:23])[O:17][SiH2:18][C:19]([CH3:22])([CH3:21])[CH3:20])=[O:7])([CH3:4])([CH3:3])[CH3:2]. Product: [C:1]([O:5][C:6]([N:8]1[CH2:12][CH:11]([NH2:13])[CH2:10][CH:9]1[C:16]([CH3:24])([CH3:23])[O:17][SiH2:18][C:19]([CH3:22])([CH3:21])[CH3:20])=[O:7])([CH3:4])([CH3:3])[CH3:2]. The catalyst class is: 13. (2) Reactant: [CH2:1]([O:3][C:4](=[O:23])[CH2:5][CH2:6][CH2:7][CH2:8][CH:9]([CH2:13][CH2:14][C:15]1[CH:20]=[CH:19][C:18]([C:21]#[N:22])=[CH:17][CH:16]=1)[C:10](O)=[O:11])[CH3:2].C(=O)(O)[O-].[Na+]. Product: [C:21]([C:18]1[CH:17]=[CH:16][C:15]([CH2:14][CH2:13][CH:9]([CH2:10][OH:11])[CH2:8][CH2:7][CH2:6][CH2:5][C:4]([O:3][CH2:1][CH3:2])=[O:23])=[CH:20][CH:19]=1)#[N:22]. The catalyst class is: 1. (3) Reactant: C(NC(C)C)(C)C.C([Li])CCC.[C:13]([O:17][C:18]1[CH:19]=[N:20][CH:21]=[CH:22][N:23]=1)([CH3:16])([CH3:15])[CH3:14].[I:24]I.S([O-])([O-])=O.[Na+].[Na+]. Product: [C:13]([O:17][C:18]1[C:19]([I:24])=[N:20][CH:21]=[CH:22][N:23]=1)([CH3:16])([CH3:14])[CH3:15]. The catalyst class is: 56.